From a dataset of Forward reaction prediction with 1.9M reactions from USPTO patents (1976-2016). Predict the product of the given reaction. (1) Given the reactants [C:1]([C:5]1[C:10]([Cl:11])=[CH:9][C:8]([C:12]2[N:13]([C:31](Cl)=[O:32])[C@H:14]([C:24]3[CH:29]=[CH:28][C:27]([Cl:30])=[CH:26][CH:25]=3)[C@H:15]([C:17]3[CH:22]=[CH:21][C:20]([Cl:23])=[CH:19][CH:18]=3)[N:16]=2)=[C:7]([O:34][CH2:35][CH3:36])[CH:6]=1)([CH3:4])([CH3:3])[CH3:2].[N:37]1([C:43](=[O:51])[CH2:44][N:45]2[CH2:50][CH2:49][NH:48][CH2:47][CH2:46]2)[CH2:42][CH2:41][O:40][CH2:39][CH2:38]1, predict the reaction product. The product is: [ClH:11].[C:1]([C:5]1[C:10]([Cl:11])=[CH:9][C:8]([C:12]2[N:13]([C:31]([N:48]3[CH2:47][CH2:46][N:45]([CH2:44][C:43]([N:37]4[CH2:38][CH2:39][O:40][CH2:41][CH2:42]4)=[O:51])[CH2:50][CH2:49]3)=[O:32])[C@H:14]([C:24]3[CH:25]=[CH:26][C:27]([Cl:30])=[CH:28][CH:29]=3)[C@H:15]([C:17]3[CH:18]=[CH:19][C:20]([Cl:23])=[CH:21][CH:22]=3)[N:16]=2)=[C:7]([O:34][CH2:35][CH3:36])[CH:6]=1)([CH3:4])([CH3:2])[CH3:3]. (2) Given the reactants C[O:2][C:3]1[CH:4]=[C:5]([CH:22]=[CH:23][CH:24]=1)[CH:6]=[C:7]1[C:13]2[CH:14]=[CH:15][CH:16]=[CH:17][C:12]=2[CH2:11][CH2:10][C:9]2[CH:18]=[CH:19][CH:20]=[CH:21][C:8]1=2.Cl.N1C=CC=CC=1, predict the reaction product. The product is: [CH:18]1[C:9]2[CH2:10][CH2:11][C:12]3[CH:17]=[CH:16][CH:15]=[CH:14][C:13]=3[C:7](=[CH:6][C:5]3[CH:4]=[C:3]([OH:2])[CH:24]=[CH:23][CH:22]=3)[C:8]=2[CH:21]=[CH:20][CH:19]=1. (3) Given the reactants C(OC(=O)[NH:7][C:8]1[C:9]([C:16]#N)=[N:10][C:11]([Cl:15])=[CH:12][C:13]=1[CH3:14])(C)(C)C.[OH2:19].[OH-:20].[Na+], predict the reaction product. The product is: [NH2:7][C:8]1[C:9]([C:16]([OH:20])=[O:19])=[N:10][C:11]([Cl:15])=[CH:12][C:13]=1[CH3:14]. (4) Given the reactants [CH3:1][Mg]Br.[CH3:4][C:5]1[C:10]([NH:11][C:12]([C:14]2[CH:15]=[CH:16][C:17]3[C:23]4([CH2:29][C:30]5[CH:35]=[CH:34][CH:33]=[CH:32][CH:31]=5)[CH2:24][CH2:25][C:26](=[O:28])[CH:27]=[C:22]4[CH2:21][CH2:20][CH2:19][C:18]=3[CH:36]=2)=[O:13])=[CH:9][CH:8]=[CH:7][N:6]=1, predict the reaction product. The product is: [CH3:4][C:5]1[C:10]([NH:11][C:12]([C:14]2[CH:15]=[CH:16][C:17]3[C@@:23]4([CH2:29][C:30]5[CH:31]=[CH:32][CH:33]=[CH:34][CH:35]=5)[CH2:24][CH2:25][C@@:26]([OH:28])([CH3:1])[CH:27]=[C:22]4[CH2:21][CH2:20][CH2:19][C:18]=3[CH:36]=2)=[O:13])=[CH:9][CH:8]=[CH:7][N:6]=1.[CH3:4][C:5]1[C:10]([NH:11][C:12]([C:14]2[CH:15]=[CH:16][C:17]3[C@:23]4([CH2:29][C:30]5[CH:31]=[CH:32][CH:33]=[CH:34][CH:35]=5)[CH2:24][CH2:25][C@:26]([OH:28])([CH3:1])[CH:27]=[C:22]4[CH2:21][CH2:20][CH2:19][C:18]=3[CH:36]=2)=[O:13])=[CH:9][CH:8]=[CH:7][N:6]=1. (5) Given the reactants [O:1]=[S:2]1(=[O:21])[CH2:7][CH2:6][CH2:5][CH2:4][N:3]1[C:8]1[N:17]=[C:16]([C:18]#[N:19])[C:15]([OH:20])=[C:14]2[C:9]=1[CH:10]=[CH:11][CH:12]=[N:13]2.[Cl:22][C:23]1[CH:28]=[CH:27][C:26]([CH2:29][C:30]([NH:32][NH2:33])=O)=[CH:25][CH:24]=1, predict the reaction product. The product is: [Cl:22][C:23]1[CH:24]=[CH:25][C:26]([CH2:29][C:30]2[NH:19][C:18]([C:16]3[C:15]([OH:20])=[C:14]4[C:9]([CH:10]=[CH:11][CH:12]=[N:13]4)=[C:8]([N:3]4[CH2:4][CH2:5][CH2:6][CH2:7][S:2]4(=[O:1])=[O:21])[N:17]=3)=[N:33][N:32]=2)=[CH:27][CH:28]=1. (6) Given the reactants [NH2:1][C:2]1[CH:3]=[C:4]2[C:9](=[CH:10][CH:11]=1)[CH:8]=[C:7]([NH:12][C:13](=[O:19])[O:14][C:15]([CH3:18])([CH3:17])[CH3:16])[CH:6]=[CH:5]2.C([O-])(=O)C.[NH4+].[Br:25]N1C(=O)CCC1=O, predict the reaction product. The product is: [NH2:1][C:2]1[C:3]([Br:25])=[C:4]2[C:9](=[CH:10][CH:11]=1)[CH:8]=[C:7]([NH:12][C:13](=[O:19])[O:14][C:15]([CH3:16])([CH3:18])[CH3:17])[CH:6]=[CH:5]2. (7) Given the reactants [C:1]([N:5]1[C:9]2=[N:10][CH:11]=[CH:12][CH:13]=[C:8]2[CH:7]([CH2:14][C:15]2[C:20]([CH2:21]Cl)=[CH:19][C:18]([Cl:23])=[CH:17][N:16]=2)[C:6]1=[O:24])([CH3:4])([CH3:3])[CH3:2].[OH-].[Na+], predict the reaction product. The product is: [C:1]([N:5]1[C:9]2=[N:10][CH:11]=[CH:12][CH:13]=[C:8]2[C@:7]2([CH2:14][C:15]3=[N:16][CH:17]=[C:18]([Cl:23])[CH:19]=[C:20]3[CH2:21]2)[C:6]1=[O:24])([CH3:3])([CH3:4])[CH3:2].